Task: Predict which catalyst facilitates the given reaction.. Dataset: Catalyst prediction with 721,799 reactions and 888 catalyst types from USPTO Reactant: [Cl:1][C:2]1[CH:3]=[C:4]([C:8]2[C:13]([O:14][CH:15]([F:17])[F:16])=[CH:12][CH:11]=[C:10]([CH2:18][C:19]3[CH:20]=[CH:21][C:22]([CH2:25][NH2:26])=[N:23][CH:24]=3)[CH:9]=2)[CH:5]=[CH:6][CH:7]=1.C(N(CC)CC)C.Cl[C:35]([O:37][C:38]1[CH:43]=[CH:42][CH:41]=[CH:40][CH:39]=1)=[O:36]. Product: [C:38]1([O:37][C:35](=[O:36])[NH:26][CH2:25][C:22]2[CH:21]=[CH:20][C:19]([CH2:18][C:10]3[CH:9]=[C:8]([C:4]4[CH:5]=[CH:6][CH:7]=[C:2]([Cl:1])[CH:3]=4)[C:13]([O:14][CH:15]([F:16])[F:17])=[CH:12][CH:11]=3)=[CH:24][N:23]=2)[CH:43]=[CH:42][CH:41]=[CH:40][CH:39]=1. The catalyst class is: 4.